Dataset: Peptide-MHC class II binding affinity with 134,281 pairs from IEDB. Task: Regression. Given a peptide amino acid sequence and an MHC pseudo amino acid sequence, predict their binding affinity value. This is MHC class II binding data. The peptide sequence is PGESRHTSDHMSIYK. The MHC is DRB1_0405 with pseudo-sequence DRB1_0405. The binding affinity (normalized) is 0.0314.